Task: Regression. Given a peptide amino acid sequence and an MHC pseudo amino acid sequence, predict their binding affinity value. This is MHC class II binding data.. Dataset: Peptide-MHC class II binding affinity with 134,281 pairs from IEDB (1) The peptide sequence is YDKHLANVSTVLTGK. The MHC is DRB1_0404 with pseudo-sequence DRB1_0404. The binding affinity (normalized) is 0.653. (2) The peptide sequence is LRYRYGLFKQRIAKE. The MHC is DRB4_0101 with pseudo-sequence DRB4_0103. The binding affinity (normalized) is 0.559. (3) The peptide sequence is LASFTPVIQDQDLEM. The MHC is DRB1_0701 with pseudo-sequence DRB1_0701. The binding affinity (normalized) is 0.511. (4) The peptide sequence is CKTLTPLMSSKFPEL. The MHC is HLA-DQA10201-DQB10202 with pseudo-sequence HLA-DQA10201-DQB10202. The binding affinity (normalized) is 0.196. (5) The peptide sequence is FHVRGARRSGDVLWD. The MHC is DRB1_0701 with pseudo-sequence DRB1_0701. The binding affinity (normalized) is 0.412. (6) The peptide sequence is GVLAGLAFQEMENFL. The MHC is HLA-DQA10601-DQB10402 with pseudo-sequence HLA-DQA10601-DQB10402. The binding affinity (normalized) is 0. (7) The peptide sequence is SQTTANPSAPEGT. The MHC is DRB1_1501 with pseudo-sequence DRB1_1501. The binding affinity (normalized) is 0. (8) The peptide sequence is VGSSMRYTCLNSEKE. The MHC is DRB1_0101 with pseudo-sequence DRB1_0101. The binding affinity (normalized) is 0.701. (9) The binding affinity (normalized) is 0.674. The MHC is DRB1_1001 with pseudo-sequence DRB1_1001. The peptide sequence is YDKFMANVSTVLTGK. (10) The peptide sequence is PNTDGIHIGDSSKVT. The MHC is HLA-DQA10301-DQB10302 with pseudo-sequence HLA-DQA10301-DQB10302. The binding affinity (normalized) is 0.